The task is: Predict the product of the given reaction.. This data is from Forward reaction prediction with 1.9M reactions from USPTO patents (1976-2016). (1) Given the reactants C[S:2][C:3](=[S:25])[NH:4][CH2:5][C@@H:6]1[O:10][C:9](=[O:11])[N:8]([C:12]2[CH:17]=[CH:16][C:15]([N:18]3[CH2:23][CH2:22][NH:21][CH2:20][CH2:19]3)=[C:14]([F:24])[CH:13]=2)[CH2:7]1.Cl[C:27]1[N:36]=[C:35]2[C:30]([C:31](=[O:43])[C:32]([C:40]([OH:42])=[O:41])=[CH:33][N:34]2[CH:37]2[CH2:39][CH2:38]2)=[CH:29][C:28]=1[F:44].[CH3:45][Si](C)(C)Cl, predict the reaction product. The product is: [CH:37]1([N:34]2[C:35]3[C:30](=[CH:29][C:28]([F:44])=[C:27]([N:21]4[CH2:20][CH2:19][N:18]([C:15]5[CH:16]=[CH:17][C:12]([N:8]6[CH2:7][C@@H:6]([CH:5]([CH3:45])[NH:4][C:3]([SH:2])=[S:25])[O:10][C:9]6=[O:11])=[CH:13][C:14]=5[F:24])[CH2:23][CH2:22]4)[N:36]=3)[C:31](=[O:43])[C:32]([C:40]([OH:42])=[O:41])=[CH:33]2)[CH2:39][CH2:38]1. (2) Given the reactants Cl[C:2]1[N:7]=[CH:6][N:5]=[C:4]([NH2:8])[C:3]=1[NH2:9].[IH:10].C([O-])(O)=O.[Na+], predict the reaction product. The product is: [I:10][C:2]1[N:7]=[CH:6][N:5]=[C:4]([NH2:8])[C:3]=1[NH2:9]. (3) Given the reactants [CH:1]1([N:4]2[C:13]3[C:8](=[CH:9][C:10]([F:15])=[C:11]([F:14])[CH:12]=3)[C:7](=[O:16])[C:6]([C:17]([O:19][CH2:20][CH3:21])=[O:18])=[C:5]2S(C)(=O)=O)[CH2:3][CH2:2]1.[NH:26]1[CH2:31][CH2:30][O:29][CH2:28][CH2:27]1.C(N(CC)C(C)C)(C)C.CCOCC.[Mg+2].[Br-].[Br-], predict the reaction product. The product is: [CH:1]1([N:4]2[C:13]3[C:8](=[CH:9][C:10]([F:15])=[C:11]([F:14])[CH:12]=3)[C:7](=[O:16])[C:6]([C:17]([O:19][CH2:20][CH3:21])=[O:18])=[C:5]2[N:26]2[CH2:31][CH2:30][O:29][CH2:28][CH2:27]2)[CH2:3][CH2:2]1. (4) Given the reactants [CH3:1][O:2][CH2:3][CH2:4][N:5]1[CH:14]([C:15]2[S:16][CH:17]=[CH:18][CH:19]=2)[CH:13]([C:20]([NH:22][C:23]2[CH:31]=[CH:30][C:26]([C:27]([OH:29])=O)=[CH:25][CH:24]=2)=[O:21])[C:12]2[C:7](=[CH:8][CH:9]=[CH:10][CH:11]=2)[C:6]1=[O:32].[CH3:33][N:34](C(ON1N=NC2C=CC=NC1=2)=[N+](C)C)[CH3:35].F[P-](F)(F)(F)(F)F.CNC, predict the reaction product. The product is: [CH3:33][N:34]([CH3:35])[C:27]([C:26]1[CH:25]=[CH:24][C:23]([NH:22][C:20]([CH:13]2[C:12]3[C:7](=[CH:8][CH:9]=[CH:10][CH:11]=3)[C:6](=[O:32])[N:5]([CH2:4][CH2:3][O:2][CH3:1])[CH:14]2[C:15]2[S:16][CH:17]=[CH:18][CH:19]=2)=[O:21])=[CH:31][CH:30]=1)=[O:29]. (5) Given the reactants [Si]([O:8][CH:9]1[CH2:18][C:17]([CH3:20])([CH3:19])[CH2:16][C:15]2[N:14]=[C:13]([CH:21]([CH3:23])[CH3:22])[C:12]([CH2:24][OH:25])=[C:11]([I:26])[C:10]1=2)(C(C)(C)C)(C)C.[F-].C([N+](CCCC)(CCCC)CCCC)CCC, predict the reaction product. The product is: [OH:25][CH2:24][C:12]1[C:13]([CH:21]([CH3:23])[CH3:22])=[N:14][C:15]2[CH2:16][C:17]([CH3:19])([CH3:20])[CH2:18][C@H:9]([OH:8])[C:10]=2[C:11]=1[I:26].